From a dataset of Forward reaction prediction with 1.9M reactions from USPTO patents (1976-2016). Predict the product of the given reaction. (1) Given the reactants C(O[C:4]([C:6]1[CH:11]=[C:10]([C:12]#[N:13])[CH:9]=[C:8]([CH2:14][OH:15])[N:7]=1)=[O:5])C.[NH2:16][C:17]1[CH:22]=[CH:21][C:20]([F:23])=[CH:19][N:18]=1, predict the reaction product. The product is: [F:23][C:20]1[CH:21]=[CH:22][C:17]([NH:16][C:4]([C:6]2[CH:11]=[C:10]([C:12]#[N:13])[CH:9]=[C:8]([CH2:14][OH:15])[N:7]=2)=[O:5])=[N:18][CH:19]=1. (2) The product is: [S:4]1[CH2:5][CH2:6][N:1]([C:35]2[CH:36]=[C:37]([CH2:41][NH:42][C:43](=[O:49])[O:44][C:45]([CH3:47])([CH3:46])[CH3:48])[CH:38]=[CH:39][CH:40]=2)[CH2:2][CH2:3]1. Given the reactants [NH:1]1[CH2:6][CH2:5][S:4][CH2:3][CH2:2]1.C(P(C(C)(C)C)C1C=CC=CC=1C1C=CC=CC=1)(C)(C)C.CC(C)([O-])C.[Na+].Br[C:35]1[CH:36]=[C:37]([CH2:41][NH:42][C:43](=[O:49])[O:44][C:45]([CH3:48])([CH3:47])[CH3:46])[CH:38]=[CH:39][CH:40]=1, predict the reaction product. (3) Given the reactants C(C=O)=O.[F:5][C:6]([F:25])([F:24])[C:7]([N:9]1[CH2:23][CH2:22][C:21]2[C:12](=[CH:13][C:14]3[N:15]=[CH:16][CH:17]=[N:18][C:19]=3[CH:20]=2)[CH2:11][CH2:10]1)=[O:8].NC1C(N)=CC2CCN(C(=O)C(F)(F)F)CCC=2C=1, predict the reaction product. The product is: [F:25][C:6]([F:5])([F:24])[C:7]([N:9]1[CH2:10][CH2:11][C:12]2[C:21](=[CH:20][C:19]3[N:18]=[CH:17][CH:16]=[N:15][C:14]=3[CH:13]=2)[CH2:22][CH2:23]1)=[O:8].